Dataset: Reaction yield outcomes from USPTO patents with 853,638 reactions. Task: Predict the reaction yield, written as a fraction of the theoretical maximum amount of product (1.0 means a 100% yield; for example, 0.34 means a 34% yield). (1) The yield is 0.330. The product is [CH3:1][C:2]1[C:23]([C:34]2[N:38]3[CH:39]=[CH:40][CH:41]=[CH:42][C:37]3=[N:36][C:35]=2[CH3:43])=[CH:22][CH:21]=[CH:20][C:3]=1[CH2:4][NH:5][C:6]1[CH:19]=[CH:18][C:9]2[C@H:10]([CH2:13][C:14]([O:16][CH3:17])=[O:15])[CH2:11][O:12][C:8]=2[CH:7]=1. The reactants are [CH3:1][C:2]1[C:23](B2OC(C)(C)C(C)(C)O2)=[CH:22][CH:21]=[CH:20][C:3]=1[CH2:4][NH:5][C:6]1[CH:19]=[CH:18][C:9]2[C@H:10]([CH2:13][C:14]([O:16][CH3:17])=[O:15])[CH2:11][O:12][C:8]=2[CH:7]=1.Br[C:34]1[N:38]2[CH:39]=[CH:40][CH:41]=[CH:42][C:37]2=[N:36][C:35]=1[CH3:43].C(=O)([O-])[O-].[Na+].[Na+].C1(P(C2CCCCC2)C2C=CC=CC=2C2C(OC)=CC=CC=2OC)CCCCC1. The catalyst is C1C=CC(/C=C/C(/C=C/C2C=CC=CC=2)=O)=CC=1.C1C=CC(/C=C/C(/C=C/C2C=CC=CC=2)=O)=CC=1.C1C=CC(/C=C/C(/C=C/C2C=CC=CC=2)=O)=CC=1.[Pd].[Pd].O.C1(C)C=CC=CC=1. (2) The reactants are [CH3:1][C:2]1[N:7]=[C:6]2[S:8][C:9]3[CH2:14][CH2:13][CH2:12][CH2:11][C:10]=3[C:5]2=[C:4]([C:15]2[CH:20]=[CH:19][C:18]([CH3:21])=[CH:17][CH:16]=2)[C:3]=1[CH2:22][C:23]([O:25][CH3:26])=[O:24].[Li+].C[Si]([N-][Si](C)(C)C)(C)C.C1COCC1.I[CH:43]([CH3:49])[CH2:44][C:45]([F:48])([F:47])[F:46]. The catalyst is CN(C=O)C. The product is [CH3:1][C:2]1[N:7]=[C:6]2[S:8][C:9]3[CH2:14][CH2:13][CH2:12][CH2:11][C:10]=3[C:5]2=[C:4]([C:15]2[CH:16]=[CH:17][C:18]([CH3:21])=[CH:19][CH:20]=2)[C:3]=1[CH:22]([CH2:49][CH2:43][CH2:44][C:45]([F:48])([F:47])[F:46])[C:23]([O:25][CH3:26])=[O:24]. The yield is 0.720. (3) The reactants are [NH2:1][C:2]1[C:3]([C:13]([C:15]2[CH:20]=[CH:19][C:18]([F:21])=[CH:17][CH:16]=2)=O)=[CH:4][C:5]([Cl:12])=[C:6]2[C:11]=1[N:10]=[CH:9][CH:8]=[CH:7]2.[CH3:22][NH:23][S:24](Cl)(=[O:26])=[O:25].[BH4-].[Na+]. The catalyst is N1C=CC=CC=1. The product is [Cl:12][C:5]1[C:6]2[C:11]([C:2]3[NH:1][S:24](=[O:26])(=[O:25])[N:23]([CH3:22])[CH:13]([C:15]4[CH:20]=[CH:19][C:18]([F:21])=[CH:17][CH:16]=4)[C:3]=3[CH:4]=1)=[N:10][CH:9]=[CH:8][CH:7]=2. The yield is 0.440. (4) The reactants are C(OC([NH:8][C:9]1[C:14]([C:15]([OH:17])=[O:16])=[CH:13][C:12]([Cl:18])=[N:11][CH:10]=1)=O)(C)(C)C.C(Cl)Cl.C(O)(C(F)(F)F)=O. The catalyst is O. The product is [NH2:8][C:9]1[C:14]([C:15]([OH:17])=[O:16])=[CH:13][C:12]([Cl:18])=[N:11][CH:10]=1. The yield is 0.800. (5) The reactants are C(N(CC)CC)C.Cl[C:9]1[C:14]([CH:15]=[O:16])=[CH:13][N:12]=[C:11]([S:17][CH3:18])[N:10]=1.[CH:19]1([NH:24][CH2:25][C:26]([O:28][CH3:29])=[O:27])[CH2:23][CH2:22][CH2:21][CH2:20]1.C(=O)(O)[O-].[Na+]. The catalyst is C1COCC1. The product is [CH:19]1([N:24]([C:9]2[C:14]([CH:15]=[O:16])=[CH:13][N:12]=[C:11]([S:17][CH3:18])[N:10]=2)[CH2:25][C:26]([O:28][CH3:29])=[O:27])[CH2:20][CH2:21][CH2:22][CH2:23]1. The yield is 0.870. (6) The reactants are C[O:2][C:3]([C:5]1[C:18]2[C:17](=O)[C:16]3[C:11](=[CH:12][CH:13]=C(CBr)[CH:15]=3)[O:10][C:9]=2[CH:8]=[CH:7][CH:6]=1)=O.[NH2:22][NH2:23].[CH2:24]([OH:26])[CH3:25]. The catalyst is O.CC(C)=O.[N+]([O-])([O-])=O.[Ag+]. The product is [OH:26][CH2:24][C:25]1[CH:13]=[CH:12][C:11]2[O:10][C:9]3[C:18]4=[C:5]([C:3](=[O:2])[NH:22][N:23]=[C:17]4[C:16]=2[CH:15]=1)[CH:6]=[CH:7][CH:8]=3. The yield is 0.950. (7) The reactants are [CH2:1]([O:8][C:9]([CH2:11][N:12]1[C:17]([CH3:18])=[C:16]([Cl:19])[N:15]=[C:14](Cl)[C:13]1=[O:21])=[O:10])[C:2]1[CH:7]=[CH:6][CH:5]=[CH:4][CH:3]=1.C([N:24]([CH2:27][CH3:28])CC)C. The catalyst is C(OCC)(=O)C. The product is [C:2]1([CH3:1])[CH:7]=[CH:6][C:5]([CH2:28][CH2:27][NH:24][C:14]2[C:13](=[O:21])[N:12]([CH2:11][C:9]([O:8][CH2:1][C:2]3[CH:7]=[CH:6][CH:5]=[CH:4][CH:3]=3)=[O:10])[C:17]([CH3:18])=[C:16]([Cl:19])[N:15]=2)=[CH:4][CH:3]=1. The yield is 1.00.